This data is from Peptide-MHC class I binding affinity with 185,985 pairs from IEDB/IMGT. The task is: Regression. Given a peptide amino acid sequence and an MHC pseudo amino acid sequence, predict their binding affinity value. This is MHC class I binding data. (1) The peptide sequence is VPNYNLIIM. The MHC is HLA-B51:01 with pseudo-sequence HLA-B51:01. The binding affinity (normalized) is 0.138. (2) The peptide sequence is YISRDELWAR. The MHC is HLA-A31:01 with pseudo-sequence HLA-A31:01. The binding affinity (normalized) is 0.948. (3) The peptide sequence is RVPVSCAVY. The MHC is HLA-A31:01 with pseudo-sequence HLA-A31:01. The binding affinity (normalized) is 0.368. (4) The peptide sequence is RLQFGPPPV. The MHC is HLA-A02:01 with pseudo-sequence HLA-A02:01. The binding affinity (normalized) is 0.778.